This data is from Reaction yield outcomes from USPTO patents with 853,638 reactions. The task is: Predict the reaction yield, written as a fraction of the theoretical maximum amount of product (1.0 means a 100% yield; for example, 0.34 means a 34% yield). (1) The reactants are O.C1(C)C=CC(S(O)(=O)=O)=CC=1.[CH3:13][CH:14]1[CH2:23][C:22]2[NH:21][N:20]=[C:19]([C:24]3[CH:29]=[CH:28][CH:27]=[C:26]([C:30]([F:33])([F:32])[F:31])[CH:25]=3)[CH2:18][C:17]=2[C:16](=[O:34])[CH2:15]1. The catalyst is N1C=CC=CC=1. The product is [CH3:13][CH:14]1[CH2:23][C:22]2[N:21]=[N:20][C:19]([C:24]3[CH:29]=[CH:28][CH:27]=[C:26]([C:30]([F:33])([F:32])[F:31])[CH:25]=3)=[CH:18][C:17]=2[C:16](=[O:34])[CH2:15]1. The yield is 0.661. (2) The reactants are Cl[C:2]1[C:3](=[O:24])[N:4]([CH2:14][C:15]2[CH:20]=[CH:19][C:18]([N:21]([CH3:23])[CH3:22])=[CH:17][CH:16]=2)[C:5](=[O:13])[C:6]=1[C:7]1[CH:12]=[CH:11][CH:10]=[CH:9][CH:8]=1.[CH3:25][O:26][C:27]1[CH:33]=[CH:32][C:30]([NH2:31])=[CH:29][CH:28]=1. The catalyst is CN(C=O)C. The product is [CH3:22][N:21]([CH3:23])[C:18]1[CH:19]=[CH:20][C:15]([CH2:14][N:4]2[C:5](=[O:13])[C:6]([C:7]3[CH:12]=[CH:11][CH:10]=[CH:9][CH:8]=3)=[C:2]([NH:31][C:30]3[CH:32]=[CH:33][C:27]([O:26][CH3:25])=[CH:28][CH:29]=3)[C:3]2=[O:24])=[CH:16][CH:17]=1. The yield is 0.130.